This data is from NCI-60 drug combinations with 297,098 pairs across 59 cell lines. The task is: Regression. Given two drug SMILES strings and cell line genomic features, predict the synergy score measuring deviation from expected non-interaction effect. (1) Drug 1: CCCCC(=O)OCC(=O)C1(CC(C2=C(C1)C(=C3C(=C2O)C(=O)C4=C(C3=O)C=CC=C4OC)O)OC5CC(C(C(O5)C)O)NC(=O)C(F)(F)F)O. Drug 2: CC12CCC3C(C1CCC2OP(=O)(O)O)CCC4=C3C=CC(=C4)OC(=O)N(CCCl)CCCl.[Na+]. Cell line: SW-620. Synergy scores: CSS=19.7, Synergy_ZIP=-6.96, Synergy_Bliss=-12.6, Synergy_Loewe=-45.8, Synergy_HSA=-12.6. (2) Drug 1: CC1=C2C(C(=O)C3(C(CC4C(C3C(C(C2(C)C)(CC1OC(=O)C(C(C5=CC=CC=C5)NC(=O)C6=CC=CC=C6)O)O)OC(=O)C7=CC=CC=C7)(CO4)OC(=O)C)O)C)OC(=O)C. Drug 2: COC1=C2C(=CC3=C1OC=C3)C=CC(=O)O2. Cell line: SNB-75. Synergy scores: CSS=23.2, Synergy_ZIP=-5.74, Synergy_Bliss=-6.36, Synergy_Loewe=-33.2, Synergy_HSA=-5.66.